Dataset: NCI-60 drug combinations with 297,098 pairs across 59 cell lines. Task: Regression. Given two drug SMILES strings and cell line genomic features, predict the synergy score measuring deviation from expected non-interaction effect. (1) Drug 1: C1CN1P(=S)(N2CC2)N3CC3. Drug 2: CC1=C2C(C(=O)C3(C(CC4C(C3C(C(C2(C)C)(CC1OC(=O)C(C(C5=CC=CC=C5)NC(=O)OC(C)(C)C)O)O)OC(=O)C6=CC=CC=C6)(CO4)OC(=O)C)O)C)O. Cell line: TK-10. Synergy scores: CSS=-3.78, Synergy_ZIP=4.42, Synergy_Bliss=3.95, Synergy_Loewe=-2.50, Synergy_HSA=-4.61. (2) Drug 1: COC1=CC(=CC(=C1O)OC)C2C3C(COC3=O)C(C4=CC5=C(C=C24)OCO5)OC6C(C(C7C(O6)COC(O7)C8=CC=CS8)O)O. Drug 2: CCC1(CC2CC(C3=C(CCN(C2)C1)C4=CC=CC=C4N3)(C5=C(C=C6C(=C5)C78CCN9C7C(C=CC9)(C(C(C8N6C=O)(C(=O)OC)O)OC(=O)C)CC)OC)C(=O)OC)O.OS(=O)(=O)O. Cell line: SF-539. Synergy scores: CSS=52.3, Synergy_ZIP=0.403, Synergy_Bliss=4.01, Synergy_Loewe=5.51, Synergy_HSA=5.71. (3) Drug 1: CC1=C(C=C(C=C1)NC2=NC=CC(=N2)N(C)C3=CC4=NN(C(=C4C=C3)C)C)S(=O)(=O)N.Cl. Cell line: MCF7. Synergy scores: CSS=-10.4, Synergy_ZIP=4.36, Synergy_Bliss=-4.08, Synergy_Loewe=-9.71, Synergy_HSA=-10.4. Drug 2: CN1C(=O)N2C=NC(=C2N=N1)C(=O)N. (4) Drug 1: C1CC(C1)(C(=O)O)C(=O)O.[NH2-].[NH2-].[Pt+2]. Drug 2: CCC1(CC2CC(C3=C(CCN(C2)C1)C4=CC=CC=C4N3)(C5=C(C=C6C(=C5)C78CCN9C7C(C=CC9)(C(C(C8N6C)(C(=O)OC)O)OC(=O)C)CC)OC)C(=O)OC)O.OS(=O)(=O)O. Cell line: MALME-3M. Synergy scores: CSS=9.93, Synergy_ZIP=-5.39, Synergy_Bliss=-2.50, Synergy_Loewe=-8.53, Synergy_HSA=-2.60. (5) Drug 1: CCC1=CC2CC(C3=C(CN(C2)C1)C4=CC=CC=C4N3)(C5=C(C=C6C(=C5)C78CCN9C7C(C=CC9)(C(C(C8N6C)(C(=O)OC)O)OC(=O)C)CC)OC)C(=O)OC.C(C(C(=O)O)O)(C(=O)O)O. Drug 2: CC1C(C(CC(O1)OC2CC(OC(C2O)C)OC3=CC4=CC5=C(C(=O)C(C(C5)C(C(=O)C(C(C)O)O)OC)OC6CC(C(C(O6)C)O)OC7CC(C(C(O7)C)O)OC8CC(C(C(O8)C)O)(C)O)C(=C4C(=C3C)O)O)O)O. Cell line: RPMI-8226. Synergy scores: CSS=58.8, Synergy_ZIP=13.1, Synergy_Bliss=17.0, Synergy_Loewe=0.483, Synergy_HSA=15.0. (6) Drug 1: CC1CCC2CC(C(=CC=CC=CC(CC(C(=O)C(C(C(=CC(C(=O)CC(OC(=O)C3CCCCN3C(=O)C(=O)C1(O2)O)C(C)CC4CCC(C(C4)OC)OCCO)C)C)O)OC)C)C)C)OC. Drug 2: CC1=C(C(=O)C2=C(C1=O)N3CC4C(C3(C2COC(=O)N)OC)N4)N. Cell line: CCRF-CEM. Synergy scores: CSS=57.7, Synergy_ZIP=-3.23, Synergy_Bliss=-3.77, Synergy_Loewe=-3.04, Synergy_HSA=0.0522. (7) Drug 1: CC1=C2C(C(=O)C3(C(CC4C(C3C(C(C2(C)C)(CC1OC(=O)C(C(C5=CC=CC=C5)NC(=O)OC(C)(C)C)O)O)OC(=O)C6=CC=CC=C6)(CO4)OC(=O)C)OC)C)OC. Drug 2: COC1=C(C=C2C(=C1)N=CN=C2NC3=CC(=C(C=C3)F)Cl)OCCCN4CCOCC4. Cell line: RXF 393. Synergy scores: CSS=62.1, Synergy_ZIP=14.9, Synergy_Bliss=14.4, Synergy_Loewe=18.6, Synergy_HSA=20.9. (8) Cell line: M14. Drug 1: C1=CC(=C2C(=C1NCCNCCO)C(=O)C3=C(C=CC(=C3C2=O)O)O)NCCNCCO. Drug 2: CN(C)C1=NC(=NC(=N1)N(C)C)N(C)C. Synergy scores: CSS=21.3, Synergy_ZIP=2.95, Synergy_Bliss=3.58, Synergy_Loewe=-39.3, Synergy_HSA=0.964. (9) Drug 2: COC1=C2C(=CC3=C1OC=C3)C=CC(=O)O2. Cell line: EKVX. Synergy scores: CSS=-4.08, Synergy_ZIP=3.15, Synergy_Bliss=-1.80, Synergy_Loewe=-6.16, Synergy_HSA=-10.6. Drug 1: CN(CC1=CN=C2C(=N1)C(=NC(=N2)N)N)C3=CC=C(C=C3)C(=O)NC(CCC(=O)O)C(=O)O.